Dataset: Full USPTO retrosynthesis dataset with 1.9M reactions from patents (1976-2016). Task: Predict the reactants needed to synthesize the given product. (1) The reactants are: [OH:1][C:2]1[CH:11]=[C:10](I)[CH:9]=[CH:8][C:3]=1[C:4]([O:6][CH3:7])=[O:5].[CH:13]1(B(O)O)[CH2:15][CH2:14]1. Given the product [CH:13]1([C:10]2[CH:9]=[CH:8][C:3]([C:4]([O:6][CH3:7])=[O:5])=[C:2]([OH:1])[CH:11]=2)[CH2:15][CH2:14]1, predict the reactants needed to synthesize it. (2) The reactants are: [NH2:1][C:2]1[O:3][CH:4]=[CH:5][N:6]=1.[CH:7]1[C:20]2[CH:19]([C:21](Cl)=[O:22])[C:18]3[C:13](=[CH:14][CH:15]=[CH:16][CH:17]=3)[S:12][C:11]=2[CH:10]=[CH:9][CH:8]=1. Given the product [O:3]1[CH:4]=[CH:5][N:6]=[C:2]1[NH:1][C:21]([CH:19]1[C:20]2[CH:7]=[CH:8][CH:9]=[CH:10][C:11]=2[S:12][C:13]2[C:18]1=[CH:17][CH:16]=[CH:15][CH:14]=2)=[O:22], predict the reactants needed to synthesize it. (3) Given the product [ClH:36].[C:21]([C:17]1[CH:16]=[C:15]([C:14]2[NH:10][N:11]=[C:12]([C:23]3[CH:28]=[CH:27][N:26]=[CH:25][CH:24]=3)[N:13]=2)[CH:20]=[CH:19][N:18]=1)#[N:22], predict the reactants needed to synthesize it. The reactants are: C(OC[N:10]1[C:14]([C:15]2[CH:20]=[CH:19][N:18]=[C:17]([C:21]#[N:22])[CH:16]=2)=[N:13][C:12]([C:23]2[CH:28]=[CH:27][N:26]=[CH:25][CH:24]=2)=[N:11]1)C1C=CC=CC=1.C1(C)C=CC=CC=1.[ClH:36]. (4) Given the product [F:21][C:22]1[CH:27]=[CH:26][C:25]([O:28][C:2]2[CH:7]=[CH:6][C:5]([N+:8]([O-:10])=[O:9])=[CH:4][C:3]=2[CH3:11])=[C:24]([CH3:29])[CH:23]=1, predict the reactants needed to synthesize it. The reactants are: I[C:2]1[CH:7]=[CH:6][C:5]([N+:8]([O-:10])=[O:9])=[CH:4][C:3]=1[CH3:11].BrC1C=CC(F)=CC=1C.[F:21][C:22]1[CH:27]=[CH:26][C:25]([OH:28])=[C:24]([CH3:29])[CH:23]=1. (5) Given the product [S:22]1[C:23]2[CH:29]=[CH:28][CH:27]=[CH:26][C:24]=2[N:25]=[C:21]1[O:13][C:11]1[CH:10]=[CH:9][C:8]2[C:4]([CH2:3][CH2:2][OH:1])=[CH:5][O:6][C:7]=2[CH:12]=1, predict the reactants needed to synthesize it. The reactants are: [OH:1][CH2:2][CH2:3][C:4]1[C:8]2[CH:9]=[CH:10][C:11]([OH:13])=[CH:12][C:7]=2[O:6][CH:5]=1.C([O-])([O-])=O.[Cs+].[Cs+].Cl[C:21]1[S:22][C:23]2[CH:29]=[CH:28][CH:27]=[CH:26][C:24]=2[N:25]=1.